This data is from Reaction yield outcomes from USPTO patents with 853,638 reactions. The task is: Predict the reaction yield, written as a fraction of the theoretical maximum amount of product (1.0 means a 100% yield; for example, 0.34 means a 34% yield). (1) The reactants are Cl[C:2]1[C:11]([CH3:12])=[C:10]2[C:5]([CH:6]=[C:7]([C:15]3[CH:20]=[C:19]([O:21][CH3:22])[CH:18]=[C:17]([O:23][CH3:24])[CH:16]=3)[C:8](=[O:14])[N:9]2[CH3:13])=[CH:4][N:3]=1.[N+:25]([C:28]1[CH:33]=[CH:32][CH:31]=[CH:30][C:29]=1[NH2:34])([O-:27])=[O:26].C([O-])(C)(C)C.[K+]. The catalyst is CN(C)C=O.C1C=CC(/C=C/C(/C=C/C2C=CC=CC=2)=O)=CC=1.C1C=CC(/C=C/C(/C=C/C2C=CC=CC=2)=O)=CC=1.C1C=CC(/C=C/C(/C=C/C2C=CC=CC=2)=O)=CC=1.[Pd].[Pd]. The product is [CH3:24][O:23][C:17]1[CH:16]=[C:15]([C:7]2[C:8](=[O:14])[N:9]([CH3:13])[C:10]3[C:5]([CH:6]=2)=[CH:4][N:3]=[C:2]([NH:34][C:29]2[CH:30]=[CH:31][CH:32]=[CH:33][C:28]=2[N+:25]([O-:27])=[O:26])[C:11]=3[CH3:12])[CH:20]=[C:19]([O:21][CH3:22])[CH:18]=1. The yield is 0.150. (2) The reactants are C([Si](C1C=CC=CC=1)(C1C=CC=CC=1)[O:6][CH:7]1[CH2:10][N:9]([CH:11]([C:13]2[CH:18]=[CH:17][C:16]([C:19]3[NH:20][C:21](=[O:31])[C:22]4[CH:23]=[CH:24][CH:25]=[C:26]([C:29]#[N:30])[C:27]=4[CH:28]=3)=[CH:15][CH:14]=2)[CH3:12])[CH2:8]1)(C)(C)C.Cl.O1CCOCC1. The catalyst is C(Cl)Cl. The product is [OH:6][CH:7]1[CH2:8][N:9]([CH:11]([C:13]2[CH:18]=[CH:17][C:16]([C:19]3[NH:20][C:21](=[O:31])[C:22]4[CH:23]=[CH:24][CH:25]=[C:26]([C:29]#[N:30])[C:27]=4[CH:28]=3)=[CH:15][CH:14]=2)[CH3:12])[CH2:10]1. The yield is 0.580. (3) The reactants are [NH:1]1[CH2:6][CH2:5][CH2:4][C@@H:3]([NH:7][C:8](=[O:14])[O:9][C:10]([CH3:13])([CH3:12])[CH3:11])[CH2:2]1.[Br:15][C:16]1[C:17](F)=[C:18]2[C:24]([NH:25][C:26](=[O:33])[C:27]3[CH:32]=[CH:31][CH:30]=[CH:29][CH:28]=3)=[CH:23][NH:22][C:19]2=[N:20][CH:21]=1.CC#N.O. The catalyst is CCCCO. The product is [C:26]([NH:25][C:24]1[C:18]2[C:19](=[N:20][CH:21]=[C:16]([Br:15])[C:17]=2[N:1]2[CH2:6][CH2:5][CH2:4][C@@H:3]([NH:7][C:8](=[O:14])[O:9][C:10]([CH3:11])([CH3:13])[CH3:12])[CH2:2]2)[NH:22][CH:23]=1)(=[O:33])[C:27]1[CH:28]=[CH:29][CH:30]=[CH:31][CH:32]=1. The yield is 0.440. (4) The reactants are [CH3:1][C:2]1[CH:3]=[C:4]([N:8]2[N:12]=[N:11][C:10]([C:13](=[O:15])[CH3:14])=[N:9]2)[CH:5]=[CH:6][CH:7]=1.[BH4-].[Na+].C(O)(=O)C. The catalyst is CO. The product is [CH3:1][C:2]1[CH:3]=[C:4]([N:8]2[N:12]=[N:11][C:10]([CH:13]([OH:15])[CH3:14])=[N:9]2)[CH:5]=[CH:6][CH:7]=1. The yield is 0.970. (5) The reactants are [F:1][C:2]([F:10])([C:6]([F:9])([F:8])[F:7])[C:3](=[NH:5])[NH2:4].C(O/[CH:14]=[C:15](/[C:21](=O)[CH:22]([F:24])[F:23])\[C:16]([O:18][CH2:19][CH3:20])=[O:17])C.C[O-].[Na+]. The catalyst is C(O)C. The product is [F:23][CH:22]([F:24])[C:21]1[C:15]([C:16]([O:18][CH2:19][CH3:20])=[O:17])=[CH:14][N:4]=[C:3]([C:2]([F:10])([F:1])[C:6]([F:9])([F:8])[F:7])[N:5]=1. The yield is 0.395. (6) The reactants are [CH3:1][C:2]1([CH3:16])[C:6]([CH3:8])([CH3:7])[O:5][B:4]([C:9]2[CH:15]=[CH:14][C:12]([NH2:13])=[CH:11][CH:10]=2)[O:3]1.[O:17]1[CH2:22][CH2:21][C:20](=O)[CH2:19][CH2:18]1.[BH-](OC(C)=O)(OC(C)=O)OC(C)=O.[Na+].CC(O)=O. The catalyst is ClCCCl. The product is [CH3:8][C:6]1([CH3:7])[C:2]([CH3:16])([CH3:1])[O:3][B:4]([C:9]2[CH:15]=[CH:14][C:12]([NH:13][CH:20]3[CH2:21][CH2:22][O:17][CH2:18][CH2:19]3)=[CH:11][CH:10]=2)[O:5]1. The yield is 0.430. (7) The reactants are [BrH:1].C(Cl)(Cl)=S.Br[C:7]1[C:16]([N:17]=[C:18]=[S:19])=[CH:15][CH:14]=[C:13]2[C:8]=1[N:9]=[CH:10][CH:11]=[N:12]2. The catalyst is O. The product is [Br:1][C:16]1([N:17]=[C:18]=[S:19])[CH:15]=[CH:14][C:13]2[N:12]=[CH:11][CH:10]=[N:9][C:8]=2[CH2:7]1. The yield is 0.900. (8) The reactants are C[O:2][C:3](=[O:26])[C:4]1[CH:9]=[C:8]([N+:10]([O-:12])=[O:11])[CH:7]=[C:6]([C:13]2[O:14][C:15]3[CH:21]=[CH:20][C:19]([C:22]([CH3:25])([CH3:24])[CH3:23])=[CH:18][C:16]=3[N:17]=2)[CH:5]=1.[OH-].[Na+].Cl. The catalyst is O1CCOCC1. The product is [C:22]([C:19]1[CH:20]=[CH:21][C:15]2[O:14][C:13]([C:6]3[CH:5]=[C:4]([CH:9]=[C:8]([N+:10]([O-:12])=[O:11])[CH:7]=3)[C:3]([OH:26])=[O:2])=[N:17][C:16]=2[CH:18]=1)([CH3:25])([CH3:23])[CH3:24]. The yield is 0.830.